Dataset: Catalyst prediction with 721,799 reactions and 888 catalyst types from USPTO. Task: Predict which catalyst facilitates the given reaction. (1) Reactant: [F:1][C:2]1([F:16])[CH2:6][N:5]([C:7]([O:9][C:10]([CH3:13])([CH3:12])[CH3:11])=[O:8])[C@H:4]([CH2:14][OH:15])[CH2:3]1.CC(OI1(OC(C)=O)(OC(C)=O)OC(=O)C2C=CC=CC1=2)=O. Product: [F:16][C:2]1([F:1])[CH2:6][N:5]([C:7]([O:9][C:10]([CH3:11])([CH3:12])[CH3:13])=[O:8])[C@H:4]([CH:14]=[O:15])[CH2:3]1. The catalyst class is: 2. (2) Reactant: N1C=CC=CC=1[C:7](O)=[O:8].[CH:10]1[CH:11]=[CH:12][C:13]2N(O)N=[N:16][C:14]=2C=1.CCN=C=NCCCN(C)C.Cl.CCN(CC)CC.[CH3:39][O:40][C:41]1[CH:50]=[C:49]([O:51][CH3:52])[CH:48]=[C:47]2[C:42]=1[C:43](=[O:65])[NH:44][C:45]([C:53]1[CH:58]=[CH:57][C:56]([N:59]3[CH2:64][CH2:63][NH:62][CH2:61][CH2:60]3)=[CH:55][CH:54]=1)=[N:46]2. Product: [CH3:39][O:40][C:41]1[CH:50]=[C:49]([O:51][CH3:52])[CH:48]=[C:47]2[C:42]=1[C:43](=[O:65])[NH:44][C:45]([C:53]1[CH:58]=[CH:57][C:56]([N:59]3[CH2:60][CH2:61][NH:62][CH2:63][CH:64]3[C:7](=[O:8])[C:12]3[CH:11]=[CH:10][N:16]=[CH:14][CH:13]=3)=[CH:55][CH:54]=1)=[N:46]2. The catalyst class is: 1.